This data is from Forward reaction prediction with 1.9M reactions from USPTO patents (1976-2016). The task is: Predict the product of the given reaction. (1) The product is: [CH3:23][C:17]1[CH:16]=[C:15]([O:1][CH:2]2[CH2:7][CH2:6][NH:5][CH2:4][CH2:3]2)[CH:22]=[CH:21][C:18]=1[C:19]#[N:20]. Given the reactants [OH:1][CH:2]1[CH2:7][CH2:6][NH:5][CH2:4][CH2:3]1.CC([O-])(C)C.[K+].F[C:15]1[CH:22]=[CH:21][C:18]([C:19]#[N:20])=[C:17]([CH3:23])[CH:16]=1, predict the reaction product. (2) Given the reactants Cl.[NH:2]([C:4]1[CH:5]=[C:6]([CH:10]=[CH:11][CH:12]=1)[C:7]([OH:9])=[O:8])[NH2:3].[CH3:13][C:14]([CH3:21])([CH3:20])[C:15](=O)[CH2:16][C:17]#[N:18].[CH3:22][CH2:23]O, predict the reaction product. The product is: [CH2:22]([O:8][C:7](=[O:9])[C:6]1[CH:10]=[CH:11][CH:12]=[C:4]([N:2]2[C:17]([NH2:18])=[CH:16][C:15]([C:14]([CH3:21])([CH3:20])[CH3:13])=[N:3]2)[CH:5]=1)[CH3:23].[NH2:18][C:17]1[N:2]([C:4]2[CH:5]=[C:6]([CH:10]=[CH:11][CH:12]=2)[C:7]([OH:9])=[O:8])[N:3]=[C:15]([C:14]([CH3:21])([CH3:20])[CH3:13])[CH:16]=1. (3) Given the reactants C(O[C:4](=[O:19])[C:5]([F:18])([F:17])[CH:6]([C:8]1[CH:13]=[CH:12][CH:11]=[CH:10][C:9]=1[N+:14]([O-:16])=[O:15])[OH:7])C.[CH:20]([NH2:23])([CH3:22])[CH3:21], predict the reaction product. The product is: [CH3:21][CH:20]([NH:23][C:4](=[O:19])[C:5]([F:17])([F:18])[CH:6]([C:8]1[CH:13]=[CH:12][CH:11]=[CH:10][C:9]=1[N+:14]([O-:16])=[O:15])[OH:7])[CH3:22]. (4) Given the reactants C(C1C=C([S:11]([C:14]2[CH:19]=[CH:18][C:17]([OH:20])=[C:16]([CH2:21][CH:22]=[CH2:23])[CH:15]=2)(=[O:13])=[O:12])C=CC=1O)C=C.[OH-].[Na+].[C:26]1([C:35]2[C:36](=[CH:40][CH:41]=[CH:42][CH:43]=2)C([O-])=O)[C:27](=[CH:31]C=CC=1)C([O-])=O.[CH3:44]I.C[C:47](N(C)C)=[O:48], predict the reaction product. The product is: [CH3:47][O:48][C:36]1[CH:40]=[CH:41][C:42]([S:11]([C:14]2[CH:19]=[CH:18][C:17]([O:20][CH3:44])=[C:16]([CH2:21][CH:22]=[CH2:23])[CH:15]=2)(=[O:12])=[O:13])=[CH:43][C:35]=1[CH2:26][CH:27]=[CH2:31]. (5) Given the reactants [NH2:1][C:2]1[CH:14]=[CH:13][C:12]2[C:11]3[C:6](=[CH:7][CH:8]=[CH:9][CH:10]=3)[C:5](=[O:15])[C:4]=2[CH:3]=1.[BH4-].[Na+], predict the reaction product. The product is: [NH2:1][C:2]1[CH:14]=[CH:13][C:12]2[C:11]3[C:6](=[CH:7][CH:8]=[CH:9][CH:10]=3)[CH:5]([OH:15])[C:4]=2[CH:3]=1. (6) Given the reactants F[C:2]1[CH:3]=[C:4]([CH:40]=[C:41](F)[CH:42]=1)C[C@H](C(N1[C@@H](C[C:2]2[CH:42]=[CH:41][CH:40]=[CH:4][CH:3]=2)COC1=O)=O)[C@@H]([C@H]1C[C@@H](OCC=C)CN1C(OC(C)(C)C)=O)O.[F:44][C:45]1[CH:46]=[C:47]([CH:68]=[C:69]([F:71])[CH:70]=1)[CH2:48][C@H:49]1[C@@H:53]([C@H:54]2[CH2:59][CH2:58][CH2:57][CH2:56][N:55]2[C:60](OC(C)(C)C)=O)[O:52]C(=O)[NH:50]1.F[C:73]1[CH:74]=[C:75]([CH:96]=[C:97](F)[CH:98]=1)C[C@@H]([C@@H](C1CCCCN1C(OC(C)(C)C)=O)O)C(O)=O.C1(P(N=[N+]=[N-])(C2C=CC=CC=2)=O)C=CC=CC=1, predict the reaction product. The product is: [NH2:50][C@@H:49]([CH2:48][C:47]1[CH:68]=[C:69]([F:71])[CH:70]=[C:45]([F:44])[CH:46]=1)[C@@H:53]([C@H:54]1[CH2:59][CH2:58][CH2:57][CH2:56][N:55]1[CH:60]([C:73]1[CH:74]=[CH:75][CH:96]=[CH:97][CH:98]=1)[C:2]1[CH:3]=[CH:4][CH:40]=[CH:41][CH:42]=1)[OH:52]. (7) Given the reactants C[O:2][CH:3](OC)[C:4]1[CH:5]=[C:6]([CH:10]=[CH:11][C:12]=1[O:13][CH3:14])[C:7](O)=[O:8].[Cl-].[NH4+].O.[N:20]1(O)C2C=CC=CC=2N=N1.Cl.CN(C)CCCN=C=NCC.C(N(CC)C(C)C)(C)C.Cl, predict the reaction product. The product is: [CH:3]([C:4]1[CH:5]=[C:6]([CH:10]=[CH:11][C:12]=1[O:13][CH3:14])[C:7]([NH2:20])=[O:8])=[O:2]. (8) Given the reactants [CH3:1][O:2][C:3]1[CH:4]=[C:5]([CH:9]=[CH:10][C:11]=1[N+:12]([O-:14])=[O:13])[C:6]([OH:8])=O.[CH2:15]([NH2:18])[CH2:16]N.S(Cl)(Cl)=[O:20], predict the reaction product. The product is: [OH:20][CH2:16][CH2:15][NH:18][C:6](=[O:8])[C:5]1[CH:9]=[CH:10][C:11]([N+:12]([O-:14])=[O:13])=[C:3]([O:2][CH3:1])[CH:4]=1.